This data is from CYP2D6 inhibition data for predicting drug metabolism from PubChem BioAssay. The task is: Regression/Classification. Given a drug SMILES string, predict its absorption, distribution, metabolism, or excretion properties. Task type varies by dataset: regression for continuous measurements (e.g., permeability, clearance, half-life) or binary classification for categorical outcomes (e.g., BBB penetration, CYP inhibition). Dataset: cyp2d6_veith. (1) The molecule is N[C@@H]1CCc2cc(O)c(O)cc2C1. The result is 0 (non-inhibitor). (2) The drug is O=C(c1cnccn1)N1CCC2(CC1)CN(c1cccc(-c3ccccc3)c1)C2. The result is 0 (non-inhibitor). (3) The molecule is CCOc1ccc2nc(NC(=O)c3ccc(S(=O)(=O)N4CCOCC4)cc3)sc2c1. The result is 0 (non-inhibitor). (4) The compound is CC(C)C(NC(=O)C12CC3CC(CC(C3)C1)C2)C(=O)NC1=NCCS1. The result is 0 (non-inhibitor). (5) The compound is COc1ccc(-c2nc3cnc(N4CCN(C)CC4)nc3n(C3CC3)c2=O)cc1. The result is 0 (non-inhibitor).